Dataset: Blood-brain barrier permeability classification from the B3DB database. Task: Regression/Classification. Given a drug SMILES string, predict its absorption, distribution, metabolism, or excretion properties. Task type varies by dataset: regression for continuous measurements (e.g., permeability, clearance, half-life) or binary classification for categorical outcomes (e.g., BBB penetration, CYP inhibition). Dataset: b3db_classification. (1) The drug is C#C[C@@H](OC(N)=O)c1ccccc1. The result is 1 (penetrates BBB). (2) The drug is CC(C)NC[C@@H](O)c1ccc(NS(C)(=O)=O)cc1. The result is 1 (penetrates BBB). (3) The compound is CC(=O)OCC(=O)[C@@]1(O)CC[C@@H]2[C@H]3CCC4=CC(=O)CC[C@@]4(C)[C@@H]3C(=O)C[C@@]21C. The result is 1 (penetrates BBB). (4) The drug is CN1C(=O)CN(C(N)=O)C(c2ccccc2)c2cc(Cl)ccc21. The result is 1 (penetrates BBB). (5) The drug is C[C@]12C[C@H](O)[C@H]3[C@@H](CCC4=CC(=O)C=C[C@@]43C)[C@@H]1CC[C@]2(O)C(=O)OCCl. The result is 1 (penetrates BBB). (6) The molecule is C[C@@H](CN1CC(=O)NC(=O)C1)N1CC(=O)NC(=O)C1. The result is 0 (does not penetrate BBB). (7) The compound is CCOC(=O)O[C@@]1(C(=O)COC(=O)CC)CC[C@@H]2[C@H]3CCC4=CC(=O)C=C[C@]4(C)[C@@H]3[C@H](O)C[C@@]21C. The result is 1 (penetrates BBB).